From a dataset of NCI-60 drug combinations with 297,098 pairs across 59 cell lines. Regression. Given two drug SMILES strings and cell line genomic features, predict the synergy score measuring deviation from expected non-interaction effect. (1) Drug 1: CC1=CC=C(C=C1)C2=CC(=NN2C3=CC=C(C=C3)S(=O)(=O)N)C(F)(F)F. Drug 2: CC1=C2C(C(=O)C3(C(CC4C(C3C(C(C2(C)C)(CC1OC(=O)C(C(C5=CC=CC=C5)NC(=O)C6=CC=CC=C6)O)O)OC(=O)C7=CC=CC=C7)(CO4)OC(=O)C)O)C)OC(=O)C. Cell line: SN12C. Synergy scores: CSS=23.8, Synergy_ZIP=7.50, Synergy_Bliss=5.74, Synergy_Loewe=-31.7, Synergy_HSA=5.46. (2) Drug 1: C1CCC(C1)C(CC#N)N2C=C(C=N2)C3=C4C=CNC4=NC=N3. Drug 2: CC1=C(C=C(C=C1)C(=O)NC2=CC(=CC(=C2)C(F)(F)F)N3C=C(N=C3)C)NC4=NC=CC(=N4)C5=CN=CC=C5. Cell line: SF-539. Synergy scores: CSS=5.67, Synergy_ZIP=-1.68, Synergy_Bliss=0.498, Synergy_Loewe=-0.0523, Synergy_HSA=0.222.